Dataset: Human Reference Interactome with 51,813 positive PPI pairs across 8,248 proteins, plus equal number of experimentally-validated negative pairs. Task: Binary Classification. Given two protein amino acid sequences, predict whether they physically interact or not. Protein 1 (ENSG00000108671) has sequence MAAAAVVEFQRAQSLLSTDREASIDILHSIVKRDIQENDEEAVQVKEQSILELGSLLAKTGQAAELGGLLKYVRPFLNSISKAKAARLVRSLLDLFLDMEAATGQEVELCLECIEWAKSEKRTFLRQALEARLVSLYFDTKRYQEALHLGSQLLRELKKMDDKALLVEVQLLESKTYHALSNLPKARAALTSARTTANAIYCPPKLQATLDMQSGIIHAAEEKDWKTAYSYFYEAFEGYDSIDSPKAITSLKYMLLCKIMLNTPEDVQALVSGKLALRYAGRQTEALKCVAQASKNRSLA.... Protein 2 (ENSG00000174132) has sequence MKASQCCCCLSHLLASVLLLLLLPELSGPLAVLLQAAEAAPGLGPPDPRPRTLPPLPPGPTPAQQPGRGLAEAAGPRGSEGGNGSNPVAGLETDDHGGKAGEGSVGGGLAVSPNPGDKPMTQRALTVLMVVSGAVLVYFVVRTVRMRRRNRKTRRYGVLDTNIENMELTPLEQDDEDDDNTLFDANHPRR*. Result: 0 (the proteins do not interact).